This data is from Catalyst prediction with 721,799 reactions and 888 catalyst types from USPTO. The task is: Predict which catalyst facilitates the given reaction. (1) Reactant: [C:1]1([CH3:11])[CH:6]=[CH:5][C:4]([S:7](Cl)(=[O:9])=[O:8])=[CH:3][CH:2]=1.[NH2:12][C@@H:13]([CH3:16])[CH2:14][OH:15]. The catalyst class is: 17. Product: [CH3:11][C:1]1[CH:6]=[CH:5][C:4]([S:7]([O:15][CH2:14][C@@H:13]([NH:12][S:7]([C:4]2[CH:5]=[CH:6][C:1]([CH3:11])=[CH:2][CH:3]=2)(=[O:9])=[O:8])[CH3:16])(=[O:9])=[O:8])=[CH:3][CH:2]=1. (2) Reactant: C([O:8][C:9]1[CH:14]=[CH:13][C:12]([C:15]2[C:16]([N:34]3[CH2:39][CH2:38][C:37]([CH3:41])([CH3:40])[CH2:36][CH2:35]3)=[C:17]([C@H:23]([O:29][C:30]([CH3:33])([CH3:32])[CH3:31])[C:24]([O:26][CH2:27][CH3:28])=[O:25])[C:18]([CH3:22])=[N:19][C:20]=2[CH3:21])=[CH:11][CH:10]=1)C1C=CC=CC=1. Product: [C:30]([O:29][C@@H:23]([C:17]1[C:18]([CH3:22])=[N:19][C:20]([CH3:21])=[C:15]([C:12]2[CH:11]=[CH:10][C:9]([OH:8])=[CH:14][CH:13]=2)[C:16]=1[N:34]1[CH2:35][CH2:36][C:37]([CH3:40])([CH3:41])[CH2:38][CH2:39]1)[C:24]([O:26][CH2:27][CH3:28])=[O:25])([CH3:31])([CH3:32])[CH3:33]. The catalyst class is: 99.